From a dataset of Full USPTO retrosynthesis dataset with 1.9M reactions from patents (1976-2016). Predict the reactants needed to synthesize the given product. (1) The reactants are: Cl[C:2]1[S:3][C:4]([C:8]([O:10][CH2:11]C)=[O:9])=[C:5]([CH3:7])[N:6]=1.[NH:13]1[C:21]2[C:16](=[C:17]([CH2:22][CH2:23][CH2:24][NH2:25])[CH:18]=[CH:19][CH:20]=2)[CH:15]=[N:14]1.C([O-])(=O)C.[K+].C(O)C. Given the product [CH3:11][O:10][C:8]([C:4]1[S:3][C:2]([NH:25][CH2:24][CH2:23][CH2:22][C:17]2[CH:18]=[CH:19][CH:20]=[C:21]3[C:16]=2[CH:15]=[N:14][NH:13]3)=[N:6][C:5]=1[CH3:7])=[O:9], predict the reactants needed to synthesize it. (2) Given the product [C:1]([C:5]1[CH:6]=[C:7]2[C:11](=[CH:12][CH:13]=1)[C@H:10]([NH2:14])[CH2:9][CH2:8]2)([CH3:4])([CH3:2])[CH3:3], predict the reactants needed to synthesize it. The reactants are: [C:1]([C:5]1[CH:6]=[C:7]2[C:11](=[CH:12][CH:13]=1)[CH:10]([NH2:14])[CH2:9][CH2:8]2)([CH3:4])([CH3:3])[CH3:2].C(N[C@@H](C(O)=O)CC(C)C)(=O)C.[OH-].[Na+]. (3) Given the product [CH3:1][N:2]1[CH2:7][CH2:6][C:5]([CH3:13])([C:8]([OH:10])=[O:9])[CH2:4][CH2:3]1, predict the reactants needed to synthesize it. The reactants are: [CH3:1][N:2]1[CH2:7][CH2:6][C:5]([CH3:13])([C:8]([O:10]CC)=[O:9])[CH2:4][CH2:3]1.[OH-].[Na+]. (4) Given the product [CH3:1][N:2]1[C:6]2[CH:7]=[CH:8][C:9]([N:11]3[CH:16]=[C:15]([C:17]([O:19][CH3:42])=[O:18])[C:14](=[O:20])[N:13]([CH:21]4[C:30]5[C:25](=[C:26]([C:31]([F:34])([F:33])[F:32])[CH:27]=[CH:28][CH:29]=5)[CH2:24][CH2:23][CH2:22]4)[C:12]3=[O:35])=[CH:10][C:5]=2[N:4]([CH3:36])[C:3]1=[O:37], predict the reactants needed to synthesize it. The reactants are: [CH3:1][N:2]1[C:6]2[CH:7]=[CH:8][C:9]([N:11]3[CH:16]=[C:15]([C:17]([OH:19])=[O:18])[C:14](=[O:20])[N:13]([CH:21]4[C:30]5[C:25](=[C:26]([C:31]([F:34])([F:33])[F:32])[CH:27]=[CH:28][CH:29]=5)[CH2:24][CH2:23][CH2:22]4)[C:12]3=[O:35])=[CH:10][C:5]=2[N:4]([CH3:36])[C:3]1=[O:37].S(Cl)(Cl)=O.[CH3:42]O. (5) Given the product [F:1][C:2]1[CH:9]=[C:8](/[CH:20]=[CH:19]/[C:18]([O:22][CH3:23])=[O:21])[CH:7]=[C:6]([F:11])[C:3]=1[CH:4]([OH:5])[S:24]([O-:27])(=[O:26])=[O:25].[Na+:28], predict the reactants needed to synthesize it. The reactants are: [F:1][C:2]1[CH:9]=[C:8](Br)[CH:7]=[C:6]([F:11])[C:3]=1[CH:4]=[O:5].CC(N(C)C)=O.[C:18]([O:22][CH3:23])(=[O:21])[CH:19]=[CH2:20].[S:24](=[O:27])([OH:26])[O-:25].[Na+:28]. (6) Given the product [CH2:1]([CH:3]1[C:16]2[C:11](=[CH:12][CH:13]=[C:14]([F:17])[CH:15]=2)[C:10]2[CH:9]=[C:8]([C:18]3[CH:23]=[CH:22][CH:21]=[CH:20][CH:19]=3)[CH:7]=[CH:6][C:5]=2[N:4]1[S:24]([C:27]1[CH:28]=[CH:29][C:30]([OH:33])=[CH:31][CH:32]=1)(=[O:26])=[O:25])[CH3:2], predict the reactants needed to synthesize it. The reactants are: [CH2:1]([CH:3]1[C:16]2[C:11](=[CH:12][CH:13]=[C:14]([F:17])[CH:15]=2)[C:10]2[CH:9]=[C:8]([C:18]3[CH:23]=[CH:22][CH:21]=[CH:20][CH:19]=3)[CH:7]=[CH:6][C:5]=2[N:4]1[S:24]([C:27]1[CH:32]=[CH:31][C:30]([O:33]C)=[CH:29][CH:28]=1)(=[O:26])=[O:25])[CH3:2].C1CCCCC=1.B(Br)(Br)Br.ClCCl. (7) Given the product [CH2:32]([C@@H:2]([C@@H:3]([OH:31])[CH2:4][C@H:5]([CH2:6][C:7]1[CH:12]=[CH:11][C:10]([C:13]2[S:14][CH:15]=[CH:16][N:17]=2)=[CH:9][CH:8]=1)[NH:18][C:19](=[O:30])[C@H:20]([C:26]([CH3:29])([CH3:28])[CH3:27])[NH:21][C:22](=[O:23])[O:24][CH3:25])[NH:1][C:45](=[O:46])[C@@H:44]([NH:43][C:41](=[O:42])[O:40][CH3:39])[C:48]([CH3:51])([CH3:50])[CH3:49])[C:33]1[CH:34]=[CH:35][CH:36]=[CH:37][CH:38]=1, predict the reactants needed to synthesize it. The reactants are: [NH2:1][C@@H:2]([CH2:32][C:33]1[CH:38]=[CH:37][CH:36]=[CH:35][CH:34]=1)[C@@H:3]([OH:31])[CH2:4][C@@H:5]([NH:18][C:19](=[O:30])[C@H:20]([C:26]([CH3:29])([CH3:28])[CH3:27])[NH:21][C:22]([O:24][CH3:25])=[O:23])[CH2:6][C:7]1[CH:12]=[CH:11][C:10]([C:13]2[S:14][CH:15]=[CH:16][N:17]=2)=[CH:9][CH:8]=1.[CH3:39][O:40][C:41]([NH:43][C@@H:44]([C:48]([CH3:51])([CH3:50])[CH3:49])[C:45](O)=[O:46])=[O:42].CCOP(ON1N=NC2C=CC=CC=2C1=O)(OCC)=O.C(N(CC)C(C)C)(C)C.